This data is from Full USPTO retrosynthesis dataset with 1.9M reactions from patents (1976-2016). The task is: Predict the reactants needed to synthesize the given product. (1) The reactants are: [C:1]([O:5][C:6]([NH:8][C:9]1[CH:22]=[CH:21][C:20]([O:23][C:24]([F:27])([F:26])[F:25])=[CH:19][C:10]=1[C:11]([NH:13][CH2:14][C:15]([O:17]C)=[O:16])=[O:12])=[O:7])([CH3:4])([CH3:3])[CH3:2].[OH-].[Na+].C(O)(=O)CC(CC(O)=O)(C(O)=O)O. Given the product [C:1]([O:5][C:6]([NH:8][C:9]1[CH:22]=[CH:21][C:20]([O:23][C:24]([F:25])([F:26])[F:27])=[CH:19][C:10]=1[C:11]([NH:13][CH2:14][C:15]([OH:17])=[O:16])=[O:12])=[O:7])([CH3:4])([CH3:2])[CH3:3], predict the reactants needed to synthesize it. (2) The reactants are: [OH:1][C@H:2]([CH2:26][OH:27])[CH2:3][NH:4][C:5]1[CH:14]=[C:13]2[C:8]([CH:9]=[C:10]([C:16]3[CH:21]=[CH:20][CH:19]=[CH:18][C:17]=3[C:22]([F:25])([F:24])[F:23])[NH:11][C:12]2=[O:15])=[CH:7][CH:6]=1.[CH3:28][O-:29].[Na+].CO. Given the product [OH:27][CH2:26][C@H:2]1[O:1][C:28](=[O:29])[N:4]([C:5]2[CH:14]=[C:13]3[C:8]([CH:9]=[C:10]([C:16]4[CH:21]=[CH:20][CH:19]=[CH:18][C:17]=4[C:22]([F:25])([F:23])[F:24])[NH:11][C:12]3=[O:15])=[CH:7][CH:6]=2)[CH2:3]1, predict the reactants needed to synthesize it. (3) The reactants are: [NH2:1][C:2]1[CH:3]=[C:4]([CH:8]=[CH:9][C:10]=1[Cl:11])[C:5]([OH:7])=[O:6].C(N(C(C)C)CC)(C)C.[Cl:21][C:22]1[CH:32]=[CH:31][CH:30]=[CH:29][C:23]=1[C:24]([N:26]=[C:27]=[O:28])=[O:25]. Given the product [Cl:11][C:10]1[CH:9]=[CH:8][C:4]([C:5]([OH:7])=[O:6])=[CH:3][C:2]=1[NH:1][C:27]([NH:26][C:24](=[O:25])[C:23]1[CH:29]=[CH:30][CH:31]=[CH:32][C:22]=1[Cl:21])=[O:28], predict the reactants needed to synthesize it. (4) Given the product [CH2:1]([N:4]1[C:12]2[C:7](=[CH:8][C:9]([N+:13]([O-:15])=[O:14])=[CH:10][CH:11]=2)[CH2:6][CH2:5]1)[CH3:2], predict the reactants needed to synthesize it. The reactants are: [C:1]([N:4]1[C:12]2[C:7](=[CH:8][C:9]([N+:13]([O-:15])=[O:14])=[CH:10][CH:11]=2)[CH2:6][CH2:5]1)(=O)[CH3:2].Cl. (5) Given the product [CH3:23][C@H:24]1[CH2:29][O:28][CH2:27][C@@H:26]([CH3:30])[N:25]1[C:7]1[CH:12]=[C:11]([CH2:13][S:14]([CH3:17])(=[O:15])=[O:16])[N:10]=[C:9]([S:18][CH3:19])[N:8]=1, predict the reactants needed to synthesize it. The reactants are: FC(F)(F)S(O[C:7]1[CH:12]=[C:11]([CH2:13][S:14]([CH3:17])(=[O:16])=[O:15])[N:10]=[C:9]([S:18][CH3:19])[N:8]=1)(=O)=O.Cl.[CH3:23][C@H:24]1[CH2:29][O:28][CH2:27][C@@H:26]([CH3:30])[NH:25]1.C(N(CC)C(C)C)(C)C. (6) Given the product [CH2:1]([N:3]([CH2:29][C:30]1[CH:31]=[CH:32][C:33]([O:36][CH2:39][CH2:40][N:42]2[CH2:47][CH2:46][CH2:45][CH2:44][CH2:43]2)=[CH:34][CH:35]=1)[C:4]1[CH:9]=[C:8]([O:10][CH3:11])[CH:7]=[CH:6][C:5]=1[C@H:12]1[CH2:21][CH2:20][C:19]2[CH:18]=[C:17]([OH:22])[CH:16]=[CH:15][C:14]=2[CH2:13]1)[CH3:2], predict the reactants needed to synthesize it. The reactants are: [CH2:1]([N:3]([C:29](=O)[C:30]1[CH:35]=[CH:34][C:33]([OH:36])=[CH:32][CH:31]=1)[C:4]1[CH:9]=[C:8]([O:10][CH3:11])[CH:7]=[CH:6][C:5]=1[C@H:12]1[CH2:21][CH2:20][C:19]2[CH:18]=[C:17]([O:22]C(=O)C(C)(C)C)[CH:16]=[CH:15][C:14]=2[CH2:13]1)[CH3:2].Cl[CH2:39][C:40]([N:42]1[CH2:47][CH2:46][CH2:45][CH2:44][CH2:43]1)=O. (7) Given the product [CH3:1][N:2]1[C@@H:7]2[C@@H:8]3[O:10][C@@H:9]3[C@H:3]1[CH2:4][CH:5]([OH:11])[CH2:6]2, predict the reactants needed to synthesize it. The reactants are: [CH3:1][N:2]1[C@@H:7]2[C@@H:8]3[O:10][C@@H:9]3[C@H:3]1[CH2:4][CH:5]([O:11]C([C@@H](C1C=CC=CC=1)CO)=O)[CH2:6]2.Br.C(=O)([O-])[O-].[K+].[K+]. (8) Given the product [CH2:29]([NH:31][C:34]([NH:25][C:21]1[CH:22]=[CH:23][CH:24]=[C:19]([NH:18][C:15]2[N:14]=[CH:13][C:12]3=[CH:11][CH:10]=[C:9]([C:6]4[CH:7]=[N:8][C:3]([O:2][CH3:1])=[CH:4][CH:5]=4)[N:17]3[N:16]=2)[CH:20]=1)=[O:40])[CH3:30], predict the reactants needed to synthesize it. The reactants are: [CH3:1][O:2][C:3]1[N:8]=[CH:7][C:6]([C:9]2[N:17]3[C:12]([CH:13]=[N:14][C:15]([NH:18][C:19]4[CH:24]=[CH:23][CH:22]=[C:21]([NH2:25])[CH:20]=4)=[N:16]3)=[CH:11][CH:10]=2)=[CH:5][CH:4]=1.C(Cl)Cl.[CH2:29]([N:31]([CH2:34]C)CC)[CH3:30].CC.[N-]=C=[O:40]. (9) Given the product [C:19]1([CH:4]2[S:3][C:2]3=[N:1][CH:26]=[CH:27][N:7]3[CH:6]=[C:5]2[C:8]2[CH:18]=[N:17][C:11]3[O:12][CH2:13][C:14](=[O:16])[NH:15][C:10]=3[CH:9]=2)[CH:20]=[CH:21][CH:22]=[CH:23][CH:24]=1, predict the reactants needed to synthesize it. The reactants are: [NH2:1][C:2]1[S:3][CH:4]([C:19]2[CH:24]=[CH:23][CH:22]=[CH:21][CH:20]=2)[C:5]([C:8]2[CH:18]=[N:17][C:11]3[O:12][CH2:13][C:14](=[O:16])[NH:15][C:10]=3[CH:9]=2)=[CH:6][N:7]=1.Cl[CH2:26][CH:27]=O.